Dataset: Catalyst prediction with 721,799 reactions and 888 catalyst types from USPTO. Task: Predict which catalyst facilitates the given reaction. (1) Reactant: [C:1]([O:5][C:6]([NH:8][C@H:9]([C:19]([O:21][C:22]([CH3:25])([CH3:24])[CH3:23])=[O:20])[CH2:10][CH2:11][C:12]([O:14][C:15]([CH3:18])([CH3:17])[CH3:16])=[O:13])=[O:7])([CH3:4])([CH3:3])[CH3:2].C[Si]([N-][Si](C)(C)C)(C)C.[Li+].[Br:36][CH2:37][C:38]1[CH:43]=[CH:42][C:41]([CH2:44]Br)=[CH:40][CH:39]=1.Cl. Product: [Br:36][CH2:37][C:38]1[CH:43]=[CH:42][C:41]([CH2:44][C@H:11]([C:12]([O:14][C:15]([CH3:16])([CH3:18])[CH3:17])=[O:13])[CH2:10][C@@H:9]([C:19]([O:21][C:22]([CH3:25])([CH3:24])[CH3:23])=[O:20])[NH:8][C:6]([O:5][C:1]([CH3:4])([CH3:2])[CH3:3])=[O:7])=[CH:40][CH:39]=1. The catalyst class is: 7. (2) Reactant: [H-].[Na+].[CH3:3][CH:4]([OH:7])[C:5]#[CH:6].Br[CH2:9][C:10]([O:12][CH3:13])=[O:11].Cl. Product: [CH3:3][CH:4]([O:7][CH2:9][C:10]([O:12][CH3:13])=[O:11])[C:5]#[CH:6]. The catalyst class is: 7. (3) Reactant: Cl.[CH3:2][O:3][C:4]1[CH:12]=[CH:11][C:7]([C:8](=[NH:10])[NH2:9])=[CH:6][CH:5]=1.C(=O)([O-])O.[K+].[CH2:18]([O:25][C:26]([NH:28][C@H:29]([C:42](=O)[CH2:43]Br)[CH2:30][CH2:31][CH2:32][CH2:33][NH:34][C:35](=[O:41])[O:36][C:37]([CH3:40])([CH3:39])[CH3:38])=[O:27])[C:19]1[CH:24]=[CH:23][CH:22]=[CH:21][CH:20]=1. Product: [CH2:18]([O:25][C:26]([NH:28][C@H:29]([C:42]1[N:10]=[C:8]([C:7]2[CH:11]=[CH:12][C:4]([O:3][CH3:2])=[CH:5][CH:6]=2)[NH:9][CH:43]=1)[CH2:30][CH2:31][CH2:32][CH2:33][NH:34][C:35](=[O:41])[O:36][C:37]([CH3:39])([CH3:40])[CH3:38])=[O:27])[C:19]1[CH:24]=[CH:23][CH:22]=[CH:21][CH:20]=1. The catalyst class is: 20. (4) Product: [C:1]([O:5][C:6](=[O:25])[NH:7][CH2:8][C:9]([C:11]1[CH:16]=[CH:15][C:14]([OH:17])=[CH:13][CH:12]=1)=[O:10])([CH3:4])([CH3:2])[CH3:3]. Reactant: [C:1]([O:5][C:6](=[O:25])[NH:7][CH2:8][C:9]([C:11]1[CH:16]=[CH:15][C:14]([O:17]CC2C=CC=CC=2)=[CH:13][CH:12]=1)=[O:10])([CH3:4])([CH3:3])[CH3:2]. The catalyst class is: 19. (5) Reactant: [F:1][C:2]1[CH:21]=[CH:20][C:5]2[O:6][CH2:7][CH2:8][N:9]([C:10]3[CH:17]=[CH:16][C:13]([C:14]#[N:15])=[CH:12][C:11]=3[O:18][CH3:19])[C:4]=2[CH:3]=1.[Cl:22][S:23](O)(=[O:25])=[O:24]. Product: [C:14]([C:13]1[CH:16]=[CH:17][C:10]([N:9]2[CH2:8][CH2:7][O:6][C:5]3[CH:20]=[C:21]([S:23]([Cl:22])(=[O:25])=[O:24])[C:2]([F:1])=[CH:3][C:4]2=3)=[C:11]([O:18][CH3:19])[CH:12]=1)#[N:15]. The catalyst class is: 2. (6) Reactant: [NH2:1][CH:2]1[C:7](=[O:8])[NH:6][CH:5]([C:9]([NH:11][C:12]2[C:21]3[C:16](=[CH:17][CH:18]=[C:19]([O:22][CH3:23])[N:20]=3)[N:15]=[CH:14][CH:13]=2)=[O:10])[CH2:4][CH2:3]1.[O:24]1[C:29]2[CH:30]=[CH:31][C:32]([CH:34]=O)=[CH:33][C:28]=2[O:27][CH2:26][CH2:25]1.[BH3-]C#N.[Na+]. Product: [O:24]1[C:29]2[CH:30]=[CH:31][C:32]([CH2:34][NH:1][CH:2]3[C:7](=[O:8])[NH:6][CH:5]([C:9]([NH:11][C:12]4[C:21]5[C:16](=[CH:17][CH:18]=[C:19]([O:22][CH3:23])[N:20]=5)[N:15]=[CH:14][CH:13]=4)=[O:10])[CH2:4][CH2:3]3)=[CH:33][C:28]=2[O:27][CH2:26][CH2:25]1. The catalyst class is: 5.